Dataset: Forward reaction prediction with 1.9M reactions from USPTO patents (1976-2016). Task: Predict the product of the given reaction. (1) Given the reactants [C:1]([O:5][C:6](=[O:20])[NH:7][CH2:8]/[CH:9]=[CH:10]/B1OC(C)(C)C(C)(C)O1)([CH3:4])([CH3:3])[CH3:2].Br[C:22]1[C:31]2[C:26](=[CH:27][C:28]3[CH:35]=[CH:34][CH:33]=[CH:32][C:29]=3[CH:30]=2)[C:25]2=[N:36][NH:37][C:38](=[O:39])[N:24]2[CH:23]=1.C(=O)([O-])[O-].[Cs+].[Cs+], predict the reaction product. The product is: [C:1]([O:5][C:6](=[O:20])[NH:7][CH2:8]/[CH:9]=[CH:10]/[C:22]1[C:31]2[C:26](=[CH:27][C:28]3[CH:35]=[CH:34][CH:33]=[CH:32][C:29]=3[CH:30]=2)[C:25]2=[N:36][NH:37][C:38](=[O:39])[N:24]2[CH:23]=1)([CH3:2])([CH3:3])[CH3:4]. (2) Given the reactants [C:1]([O:5][C:6](=[O:18])[CH2:7][N:8]1[C:16]2[C:11](=[CH:12][CH:13]=[C:14]([OH:17])[CH:15]=2)[CH:10]=[CH:9]1)([CH3:4])([CH3:3])[CH3:2].[CH3:19][C:20]1[S:24][C:23]([C:25]2[CH:30]=[CH:29][C:28]([C:31]([F:34])([F:33])[F:32])=[CH:27][CH:26]=2)=[N:22][C:21]=1[CH2:35][CH2:36]O.C1(P(C2C=CC=CC=2)C2C=CC=CC=2)C=CC=CC=1.N(C(OC(C)(C)C)=O)=NC(OC(C)(C)C)=O, predict the reaction product. The product is: [C:1]([O:5][C:6](=[O:18])[CH2:7][N:8]1[C:16]2[C:11](=[CH:12][CH:13]=[C:14]([O:17][CH2:36][CH2:35][C:21]3[N:22]=[C:23]([C:25]4[CH:30]=[CH:29][C:28]([C:31]([F:34])([F:32])[F:33])=[CH:27][CH:26]=4)[S:24][C:20]=3[CH3:19])[CH:15]=2)[CH:10]=[CH:9]1)([CH3:4])([CH3:2])[CH3:3]. (3) The product is: [Si:1]([O:8][C:9]1[CH:10]=[C:11]2[C:16](=[CH:17][CH:18]=1)[CH:15]=[C:14]([CH2:19][N:25]1[CH2:28][CH:27]([C:29]([O:31][CH3:32])=[O:30])[CH2:26]1)[CH:13]=[CH:12]2)([C:4]([CH3:7])([CH3:6])[CH3:5])([CH3:2])[CH3:3]. Given the reactants [Si:1]([O:8][C:9]1[CH:10]=[C:11]2[C:16](=[CH:17][CH:18]=1)[CH:15]=[C:14]([CH:19]=O)[CH:13]=[CH:12]2)([C:4]([CH3:7])([CH3:6])[CH3:5])([CH3:3])[CH3:2].CC(O)=O.[NH:25]1[CH2:28][CH:27]([C:29]([O:31][CH3:32])=[O:30])[CH2:26]1.[BH3-]C#N.[Na+], predict the reaction product. (4) Given the reactants [CH2:1]([O:3][C:4]1[CH:10]=[CH:9][C:7]([NH2:8])=[CH:6][C:5]=1[F:11])[CH3:2].CCN(C(C)C)C(C)C.[C:21](OC(=O)C)(=[O:23])[CH3:22], predict the reaction product. The product is: [CH2:1]([O:3][C:4]1[CH:10]=[CH:9][C:7]([NH:8][C:21](=[O:23])[CH3:22])=[CH:6][C:5]=1[F:11])[CH3:2]. (5) Given the reactants [CH3:1][O:2][C:3]1[CH:8]=[CH:7][C:6]([S:9][CH2:10][CH2:11][NH2:12])=[CH:5][CH:4]=1.CCN(CC)CC.[CH:20](OCC)=[O:21], predict the reaction product. The product is: [CH3:1][O:2][C:3]1[CH:8]=[CH:7][C:6]([S:9][CH2:10][CH2:11][NH:12][CH:20]=[O:21])=[CH:5][CH:4]=1. (6) Given the reactants [NH2:1][C:2]1[N:3]=[CH:4][C:5]2[S:10][C:9](=[O:11])[N:8]([C@@H:12]3[O:24][C@H:23]([CH2:25][O:26]C(=O)C)[C@@H:18]([O:19]C(=O)C)[C@H:13]3[O:14]C(=O)C)[C:6]=2[N:7]=1.C([O-])([O-])=O.[K+].[K+].CC(O)=O, predict the reaction product. The product is: [NH2:1][C:2]1[N:3]=[CH:4][C:5]2[S:10][C:9](=[O:11])[N:8]([C@@H:12]3[O:24][C@H:23]([CH2:25][OH:26])[C@@H:18]([OH:19])[C@H:13]3[OH:14])[C:6]=2[N:7]=1. (7) Given the reactants [Cl:1][C:2]1[CH:3]=[CH:4][C:5]2[C:15]3[C:10](=[CH:11][N:12]=[C:13]([NH:16][C:17](=O)[CH3:18])[CH:14]=3)[CH:9]([CH3:20])[O:8][C:6]=2[CH:7]=1.[H-].[Na+].[CH3:23][O:24][C:25]1[CH:32]=[CH:31][C:28]([CH2:29]Cl)=[CH:27][CH:26]=1, predict the reaction product. The product is: [Cl:1][C:2]1[CH:3]=[CH:4][C:5]2[C:15]3[C:10](=[CH:11][N:12]=[C:13]([N:16]([CH2:29][C:28]4[CH:31]=[CH:32][C:25]([O:24][CH3:23])=[CH:26][CH:27]=4)[CH2:17][C:18]4[CH:2]=[CH:7][C:6]([O:8][CH3:9])=[CH:5][CH:4]=4)[CH:14]=3)[CH:9]([CH3:20])[O:8][C:6]=2[CH:7]=1. (8) Given the reactants Cl[C:2]1[N:7]=[C:6]([C:8]2[CH:20]=[CH:19][C:11]3[N:12]=[C:13]([NH:15]C(=O)C)[S:14][C:10]=3[CH:9]=2)[CH:5]=[N:4][CH:3]=1.[CH:21]12[CH2:29][CH2:28][CH:25]([CH2:26][CH2:27]1)[CH2:24][NH:23][CH2:22]2, predict the reaction product. The product is: [CH:21]12[CH2:29][CH2:28][CH:25]([CH2:26][CH2:27]1)[CH2:24][N:23]([C:2]1[N:7]=[C:6]([C:8]3[CH:20]=[CH:19][C:11]4[N:12]=[C:13]([NH2:15])[S:14][C:10]=4[CH:9]=3)[CH:5]=[N:4][CH:3]=1)[CH2:22]2.